This data is from Reaction yield outcomes from USPTO patents with 853,638 reactions. The task is: Predict the reaction yield, written as a fraction of the theoretical maximum amount of product (1.0 means a 100% yield; for example, 0.34 means a 34% yield). (1) The yield is 0.410. The reactants are O=[C:2]1[N:11]([C:12]([O:14][C:15]([CH3:18])([CH3:17])[CH3:16])=[O:13])[CH2:10][CH2:9][CH2:8][C:3]21[CH2:7][CH:6]=[CH:5][CH2:4]2.[OH-:19].[Na+].OO. The product is [OH:19][CH:5]1[CH2:6][CH2:7][C:3]2([CH2:8][CH2:9][CH2:10][N:11]([C:12]([O:14][C:15]([CH3:18])([CH3:17])[CH3:16])=[O:13])[CH2:2]2)[CH2:4]1. The catalyst is C1COCC1. (2) The product is [CH:16]([C:2]1[CH:3]=[CH:4][C:5]2[O:9][CH:8]=[CH:7][C:6]=2[CH:10]=1)=[O:17]. The catalyst is C1COCC1.O. The reactants are Br[C:2]1[CH:3]=[CH:4][C:5]2[O:9][CH:8]=[CH:7][C:6]=2[CH:10]=1.II.CN([CH:16]=[O:17])C.Cl. The yield is 0.540. (3) The reactants are [C:1]([O:5][C:6](=[O:48])[NH:7][C@H:8]([CH2:23][NH:24][C@@H:25]([C:29]1[N:38]([CH2:39][C:40]2[CH:45]=[CH:44][CH:43]=[CH:42][CH:41]=2)[C:37](=[O:46])[C:36]2[C:31](=[CH:32][C:33]([Cl:47])=[CH:34][CH:35]=2)[N:30]=1)[CH:26]([CH3:28])[CH3:27])[CH2:9][CH2:10][CH2:11][NH:12][C:13]([O:15][CH2:16][C:17]1[CH:22]=[CH:21][CH:20]=[CH:19][CH:18]=1)=[O:14])([CH3:4])([CH3:3])[CH3:2].C(N(CC)CC)C.[C:56]1([CH3:65])[CH:61]=[CH:60][C:59]([C:62](Cl)=[O:63])=[CH:58][CH:57]=1. The catalyst is C1(C)C=CC=CC=1. The product is [C:1]([O:5][C:6](=[O:48])[NH:7][CH:8]([CH2:23][N:24]([CH:25]([C:29]1[N:38]([CH2:39][C:40]2[CH:41]=[CH:42][CH:43]=[CH:44][CH:45]=2)[C:37](=[O:46])[C:36]2[C:31](=[CH:32][C:33]([Cl:47])=[CH:34][CH:35]=2)[N:30]=1)[CH:26]([CH3:28])[CH3:27])[C:62]([C:59]1[CH:60]=[CH:61][C:56]([CH3:65])=[CH:57][CH:58]=1)=[O:63])[CH2:9][CH2:10][CH2:11][NH:12][C:13]([O:15][CH2:16][C:17]1[CH:18]=[CH:19][CH:20]=[CH:21][CH:22]=1)=[O:14])([CH3:3])([CH3:4])[CH3:2]. The yield is 0.790. (4) The reactants are [C:1]([NH2:4])(=[O:3])[CH3:2].[C:5]([OH:9])(=[O:8])[CH:6]=[O:7]. The catalyst is CC(C)=O. The product is [C:1]([NH:4][CH:6]([OH:7])[C:5]([OH:9])=[O:8])(=[O:3])[CH3:2]. The yield is 1.00. (5) The reactants are [Cl:1][C:2]1[N:7]=[C:6]([Cl:8])[CH:5]=[C:4](Cl)[N:3]=1.[O:10]1[CH:14]=[CH:13][CH:12]=[C:11]1B(O)O.C(=O)([O-])[O-].[K+].[K+]. The catalyst is C1(C)C=CC=CC=1.C1C=CC([P]([Pd]([P](C2C=CC=CC=2)(C2C=CC=CC=2)C2C=CC=CC=2)([P](C2C=CC=CC=2)(C2C=CC=CC=2)C2C=CC=CC=2)[P](C2C=CC=CC=2)(C2C=CC=CC=2)C2C=CC=CC=2)(C2C=CC=CC=2)C2C=CC=CC=2)=CC=1. The product is [Cl:1][C:2]1[N:7]=[C:6]([Cl:8])[CH:5]=[C:4]([C:11]2[O:10][CH:14]=[CH:13][CH:12]=2)[N:3]=1. The yield is 0.580. (6) The reactants are [Cl:1][C:2]1[C:3]([CH3:18])=[C:4]([NH:10][C@H:11]([C@@H:15]([OH:17])[CH3:16])[C:12]([OH:14])=O)[CH:5]=[CH:6][C:7]=1[C:8]#[N:9].[CH3:19][S:20]([C:23]1[CH:32]=[CH:31][C:26]([C:27]([NH:29][NH2:30])=[O:28])=[CH:25][CH:24]=1)(=[O:22])=[O:21]. No catalyst specified. The product is [Cl:1][C:2]1[C:3]([CH3:18])=[C:4]([NH:10][C@H:11]([C@@H:15]([OH:17])[CH3:16])[C:12]([NH:30][NH:29][C:27](=[O:28])[C:26]2[CH:25]=[CH:24][C:23]([S:20]([CH3:19])(=[O:21])=[O:22])=[CH:32][CH:31]=2)=[O:14])[CH:5]=[CH:6][C:7]=1[C:8]#[N:9]. The yield is 0.820. (7) The reactants are [N:1]([O-:3])=[O:2].F[B-](F)(F)F.[NH:9]1[C:17]2[C:12](=[CH:13][C:14]([OH:18])=[CH:15][CH:16]=2)[CH:11]=[N:10]1.O. The catalyst is C(#N)C. The product is [N+:1]([C:13]1[C:14]([OH:18])=[CH:15][CH:16]=[C:17]2[C:12]=1[CH:11]=[N:10][NH:9]2)([O-:3])=[O:2]. The yield is 0.450.